From a dataset of Peptide-MHC class II binding affinity with 134,281 pairs from IEDB. Regression. Given a peptide amino acid sequence and an MHC pseudo amino acid sequence, predict their binding affinity value. This is MHC class II binding data. The peptide sequence is MAEMKTDAATLAQEA. The MHC is HLA-DPA10201-DPB10101 with pseudo-sequence HLA-DPA10201-DPB10101. The binding affinity (normalized) is 0.180.